From a dataset of Reaction yield outcomes from USPTO patents with 853,638 reactions. Predict the reaction yield, written as a fraction of the theoretical maximum amount of product (1.0 means a 100% yield; for example, 0.34 means a 34% yield). (1) The reactants are C[O:2][C:3]([C:5]1[CH:6]=[C:7]([C:35]2[CH:40]=[CH:39][CH:38]=[CH:37][CH:36]=2)[CH:8]=[C:9]([CH2:27][N:28]2[CH2:33][CH2:32][N:31]([CH3:34])[CH2:30][CH2:29]2)[C:10]=1[N:11]([S:13]([C:16]1[CH:21]=[CH:20][C:19]([O:22][CH2:23][C:24]#[C:25][CH3:26])=[CH:18][CH:17]=1)(=[O:15])=[O:14])[CH3:12])=[O:4].[OH-].[Na+].CO.Cl. The catalyst is C1COCC1. The product is [CH2:23]([O:22][C:19]1[CH:18]=[CH:17][C:16]([S:13]([N:11]([CH3:12])[C:10]2[C:9]([CH2:27][N:28]3[CH2:29][CH2:30][N:31]([CH3:34])[CH2:32][CH2:33]3)=[CH:8][C:7]([C:35]3[CH:40]=[CH:39][CH:38]=[CH:37][CH:36]=3)=[CH:6][C:5]=2[C:3]([OH:4])=[O:2])(=[O:15])=[O:14])=[CH:21][CH:20]=1)[C:24]#[C:25][CH3:26]. The yield is 0.890. (2) The reactants are Cl.[Cl:2][C:3]1[CH:26]=[C:25]([NH:27][C:28]([NH:30][C:31]2[CH:36]=[N:35][C:34]([C:37]#[N:38])=[CH:33][N:32]=2)=[O:29])[C:24]([O:39][CH3:40])=[CH:23][C:4]=1[CH2:5][CH2:6][N:7]([CH2:15][C:16]1[CH:21]=[CH:20][CH:19]=[C:18]([F:22])[CH:17]=1)C(=O)OC(C)(C)C. The catalyst is O1CCOCC1.C(Cl)Cl. The product is [ClH:2].[Cl:2][C:3]1[C:4]([CH2:5][CH2:6][NH:7][CH2:15][C:16]2[CH:21]=[CH:20][CH:19]=[C:18]([F:22])[CH:17]=2)=[CH:23][C:24]([O:39][CH3:40])=[C:25]([NH:27][C:28]([NH:30][C:31]2[CH:36]=[N:35][C:34]([C:37]#[N:38])=[CH:33][N:32]=2)=[O:29])[CH:26]=1. The yield is 0.510.